From a dataset of Forward reaction prediction with 1.9M reactions from USPTO patents (1976-2016). Predict the product of the given reaction. (1) Given the reactants [CH:1]1([CH:4]([C:8]2[CH:13]=[CH:12][CH:11]=[CH:10][CH:9]=2)[C:5]([OH:7])=O)[CH2:3][CH2:2]1.[F:14][C:15]([F:20])([F:19])[C:16]([OH:18])=[O:17].[NH2:21][C:22]1[CH:23]=[C:24]2[C:28](=[CH:29][CH:30]=1)[NH:27][N:26]=[C:25]2[C:31]1[CH:36]=[CH:35][C:34]([N:37]2[CH2:42][CH2:41][CH:40]([OH:43])[CH2:39][CH2:38]2)=[CH:33][CH:32]=1.CCN(C(C)C)C(C)C.CN(C(ON1N=NC2C=CC=CC1=2)=[N+](C)C)C.[B-](F)(F)(F)F, predict the reaction product. The product is: [CH:1]1([CH:4]([C:8]2[CH:13]=[CH:12][CH:11]=[CH:10][CH:9]=2)[C:5]([NH:21][C:22]2[CH:23]=[C:24]3[C:28](=[CH:29][CH:30]=2)[NH:27][N:26]=[C:25]3[C:31]2[CH:32]=[CH:33][C:34]([N:37]3[CH2:38][CH2:39][CH:40]([OH:43])[CH2:41][CH2:42]3)=[CH:35][CH:36]=2)=[O:7])[CH2:2][CH2:3]1.[C:16]([OH:18])([C:15]([F:20])([F:19])[F:14])=[O:17]. (2) Given the reactants [Cl:1][C:2]1[N:7]=[C:6](Cl)[CH:5]=[C:4]([C:9]2[CH:14]=[CH:13][C:12]([F:15])=[CH:11][CH:10]=2)[N:3]=1.[NH:16]1[CH:20]=[CH:19][N:18]=[C:17]1[N:21]1[CH2:26][CH2:25][NH:24][CH2:23][CH2:22]1.[C:27]([O-])([O-])=O.[K+].[K+], predict the reaction product. The product is: [Cl:1][C:2]1[N:3]=[C:4]([C:9]2[CH:14]=[CH:13][C:12]([F:15])=[CH:11][CH:10]=2)[CH:5]=[C:6]([N:24]2[CH2:23][CH2:22][N:21]([C:17]3[N:16]([CH3:27])[CH:20]=[CH:19][N:18]=3)[CH2:26][CH2:25]2)[N:7]=1. (3) The product is: [CH3:1][CH:2]([CH3:9])[CH2:3][CH:4]([CH2:8][S:12][C:10](=[O:13])[CH3:11])[C:5]([OH:7])=[O:6]. Given the reactants [CH3:1][CH:2]([CH3:9])[CH2:3][C:4](=[CH2:8])[C:5]([OH:7])=[O:6].[C:10]([OH:13])(=[S:12])[CH3:11], predict the reaction product. (4) Given the reactants C(OC([NH:8][C@@H:9]1[CH2:13][CH2:12][N:11]([S:14]([C:17]2[C:18]3[C:19]([Cl:28])=[CH:20][N:21]=[C:22]([Cl:27])[C:23]=3[CH:24]=[CH:25][CH:26]=2)(=[O:16])=[O:15])[CH2:10]1)=O)(C)(C)C.C(OC([NH:36][C@H]1CCN(S(C2C3C(Cl)=CN=C(Cl)C=3C=CC=2)(=O)=O)C1)=O)(C)(C)C, predict the reaction product. The product is: [NH2:8][C@@H:9]1[CH2:13][CH2:12][N:11]([S:14]([C:17]2[C:18]3[C:19]([Cl:28])=[CH:20][N:21]=[C:22]([NH2:36])[C:23]=3[CH:24]=[CH:25][CH:26]=2)(=[O:16])=[O:15])[CH2:10]1.[ClH:27]. (5) Given the reactants C(N(CC)CC)C.[CH3:8][N:9]([CH3:14])[S:10](Cl)(=[O:12])=[O:11].[CH3:15][C:16]([C:25]([F:28])([F:27])[F:26])([CH:23]=[CH2:24])[CH2:17][C:18]1[N:19]=[CH:20][NH:21][CH:22]=1, predict the reaction product. The product is: [CH3:8][N:9]([CH3:14])[S:10]([N:21]1[CH:22]=[C:18]([CH2:17][C:16]([CH3:15])([C:25]([F:26])([F:27])[F:28])[CH:23]=[CH2:24])[N:19]=[CH:20]1)(=[O:12])=[O:11]. (6) Given the reactants [CH:1]1([C@@H:7]2[C:16]3[C:11](=[CH:12][CH:13]=[CH:14][CH:15]=3)[CH2:10][C@H:9]([OH:17])[CH2:8]2)[CH2:6][CH2:5][CH2:4][CH2:3][CH2:2]1.[C:18]1([CH3:28])[CH:23]=[CH:22][C:21]([S:24](Cl)(=[O:26])=[O:25])=[CH:20][CH:19]=1.N#N, predict the reaction product. The product is: [CH3:28][C:18]1[CH:23]=[CH:22][C:21]([S:24]([O:17][C@@H:9]2[CH2:8][C@H:7]([CH:1]3[CH2:2][CH2:3][CH2:4][CH2:5][CH2:6]3)[C:16]3[C:11](=[CH:12][CH:13]=[CH:14][CH:15]=3)[CH2:10]2)(=[O:26])=[O:25])=[CH:20][CH:19]=1. (7) Given the reactants [C:1]([C:3]1[CH:4]=[C:5]([CH3:42])[C:6]([C:16]#[C:17][CH2:18][C:19]([OH:41])([C:37]([F:40])([F:39])[F:38])[CH2:20][C:21]([C:24]2[C:32]3[O:31][CH2:30][CH2:29][C:28]=3[CH:27]=[C:26]([S:33]([CH3:36])(=[O:35])=[O:34])[CH:25]=2)([CH3:23])[CH3:22])=[C:7]([NH:9]C(=O)C(F)(F)F)[CH:8]=1)#[N:2].CN(C)C(N(C)C)=N.C(OCC)(=O)C, predict the reaction product. The product is: [OH:41][C:19]([C:37]([F:39])([F:40])[F:38])([CH2:20][C:21]([C:24]1[C:32]2[O:31][CH2:30][CH2:29][C:28]=2[CH:27]=[C:26]([S:33]([CH3:36])(=[O:34])=[O:35])[CH:25]=1)([CH3:22])[CH3:23])[CH2:18][C:17]1[NH:9][C:7]2[C:6]([CH:16]=1)=[C:5]([CH3:42])[CH:4]=[C:3]([C:1]#[N:2])[CH:8]=2. (8) Given the reactants [C:1]([O:5][C:6]([N:8]1[CH2:13][CH2:12][C@@:11]([C:15]2[CH:20]=[CH:19][C:18]([F:21])=[C:17]([F:22])[CH:16]=2)([OH:14])[C@@H:10]([C:23](O)=[O:24])[CH2:9]1)=[O:7])([CH3:4])([CH3:3])[CH3:2].CO, predict the reaction product. The product is: [F:22][C:17]1[CH:16]=[C:15]([C@@:11]2([OH:14])[CH2:12][CH2:13][N:8]([C:6]([O:5][C:1]([CH3:2])([CH3:3])[CH3:4])=[O:7])[CH2:9][C@@H:10]2[CH2:23][OH:24])[CH:20]=[CH:19][C:18]=1[F:21]. (9) The product is: [CH3:10][C:9]([CH3:12])([CH3:11])[C:8]([NH:1][CH2:2][CH2:3][C:4]([OH:6])=[O:5])=[O:13]. Given the reactants [NH2:1][CH2:2][CH2:3][C:4]([O:6]C)=[O:5].[C:8](Cl)(=[O:13])[C:9]([CH3:12])([CH3:11])[CH3:10].Cl, predict the reaction product. (10) Given the reactants O=C[C@@H]([C@H:5]([C@@H:7]([C@@H:9]([CH2:11][OH:12])O)O)O)O.[C:13]([OH:18])(=[O:17])[C@H:14]([CH3:16])[OH:15].C(O)(=O)CC, predict the reaction product. The product is: [C:11]([OH:12])(=[O:15])[CH2:9][CH2:7][CH3:5].[C:13]([OH:18])(=[O:17])[CH2:14][CH3:16].